Task: Regression. Given a peptide amino acid sequence and an MHC pseudo amino acid sequence, predict their binding affinity value. This is MHC class I binding data.. Dataset: Peptide-MHC class I binding affinity with 185,985 pairs from IEDB/IMGT (1) The peptide sequence is SEAAYAKKI. The MHC is HLA-C06:02 with pseudo-sequence HLA-C06:02. The binding affinity (normalized) is 0. (2) The peptide sequence is VYSFDESSF. The MHC is HLA-A26:01 with pseudo-sequence HLA-A26:01. The binding affinity (normalized) is 0.433.